Dataset: Forward reaction prediction with 1.9M reactions from USPTO patents (1976-2016). Task: Predict the product of the given reaction. Given the reactants Cl.[CH3:2][O:3][C:4](=[O:23])[CH2:5][CH:6]([NH2:22])[C:7]1[CH:12]=[CH:11][C:10]([O:13][CH:14]([F:16])[F:15])=[C:9]([O:17][CH2:18][CH:19]2[CH2:21][CH2:20]2)[CH:8]=1.O.C(=O)([O-])[O-].[Na+].[Na+], predict the reaction product. The product is: [CH3:2][O:3][C:4](=[O:23])[CH2:5][CH:6]([NH2:22])[C:7]1[CH:12]=[CH:11][C:10]([O:13][CH:14]([F:15])[F:16])=[C:9]([O:17][CH2:18][CH:19]2[CH2:20][CH2:21]2)[CH:8]=1.